From a dataset of Full USPTO retrosynthesis dataset with 1.9M reactions from patents (1976-2016). Predict the reactants needed to synthesize the given product. (1) Given the product [NH2:21][C:17]1[CH:16]=[C:15]([C:11]([C:5]2[CH:6]=[CH:7][C:8]([O:9][CH3:10])=[C:3]([O:2][CH3:1])[CH:4]=2)=[CH:12][C:13]#[N:14])[CH:20]=[CH:19][CH:18]=1, predict the reactants needed to synthesize it. The reactants are: [CH3:1][O:2][C:3]1[CH:4]=[C:5]([C:11]([C:15]2[CH:20]=[CH:19][CH:18]=[C:17]([N+:21]([O-])=O)[CH:16]=2)=[CH:12][C:13]#[N:14])[CH:6]=[CH:7][C:8]=1[O:9][CH3:10].[H][H]. (2) Given the product [Br:1][C:2]1[C:7]([CH:8]=[O:9])=[C:6]([F:10])[C:5]([OH:11])=[CH:4][CH:3]=1, predict the reactants needed to synthesize it. The reactants are: [Br:1][C:2]1[C:7]([CH:8]=[O:9])=[C:6]([F:10])[C:5]([O:11]C)=[CH:4][CH:3]=1.B(Br)(Br)Br. (3) Given the product [Br:1][C:2]1[C:11]([F:12])=[CH:10][C:9]2[O:8][C@@:7]3([CH3:17])[CH2:13][CH2:14][O:15][CH2:16][C@@H:6]3[C:5](=[O:18])[C:4]=2[CH:3]=1, predict the reactants needed to synthesize it. The reactants are: [Br:1][C:2]1[C:11]([F:12])=[CH:10][C:9]2[O:8][C@@:7]3([CH3:17])[CH2:13][CH2:14][O:15][CH2:16][C@H:6]3[C:5](=[O:18])[C:4]=2[CH:3]=1.C[Si]([N-][Si](C)(C)C)(C)C.[Li+].OC1C=CC=CC=1C(OCC)=O.